From a dataset of Forward reaction prediction with 1.9M reactions from USPTO patents (1976-2016). Predict the product of the given reaction. (1) Given the reactants [C:1]([O:5][C:6]([NH:8][CH:9]([C:11]1[C:20]([C:21]2[CH:26]=[CH:25][CH:24]=[CH:23][CH:22]=2)=[C:19]([C:27]([O:29]C)=[O:28])[C:18]2[C:13](=[CH:14][CH:15]=[C:16]([F:31])[CH:17]=2)[N:12]=1)[CH3:10])=[O:7])([CH3:4])([CH3:3])[CH3:2].Cl, predict the reaction product. The product is: [C:1]([O:5][C:6]([NH:8][CH:9]([C:11]1[C:20]([C:21]2[CH:22]=[CH:23][CH:24]=[CH:25][CH:26]=2)=[C:19]([C:27]([OH:29])=[O:28])[C:18]2[C:13](=[CH:14][CH:15]=[C:16]([F:31])[CH:17]=2)[N:12]=1)[CH3:10])=[O:7])([CH3:2])([CH3:3])[CH3:4]. (2) Given the reactants Cl[C:2]1[N:7]=[CH:6][N:5]=[C:4]2[N:8]([C:13]([C:26]3[CH:31]=[CH:30][CH:29]=[CH:28][CH:27]=3)([C:20]3[CH:25]=[CH:24][CH:23]=[CH:22][CH:21]=3)[C:14]3[CH:19]=[CH:18][CH:17]=[CH:16][CH:15]=3)[N:9]=[C:10]([CH2:11][CH3:12])[C:3]=12.[F:32][C:33]1[CH:34]=[C:35]([C:48]2([CH2:52][NH:53][C:54](=[O:60])[O:55][C:56]([CH3:59])([CH3:58])[CH3:57])[CH2:51][CH2:50][CH2:49]2)[CH:36]=[C:37](B2OC(C)(C)C(C)(C)O2)[CH:38]=1.C(=O)([O-])[O-].[Na+].[Na+], predict the reaction product. The product is: [CH2:11]([C:10]1[C:3]2[C:4](=[N:5][CH:6]=[N:7][C:2]=2[C:37]2[CH:36]=[C:35]([C:48]3([CH2:52][NH:53][C:54](=[O:60])[O:55][C:56]([CH3:58])([CH3:57])[CH3:59])[CH2:49][CH2:50][CH2:51]3)[CH:34]=[C:33]([F:32])[CH:38]=2)[N:8]([C:13]([C:26]2[CH:31]=[CH:30][CH:29]=[CH:28][CH:27]=2)([C:14]2[CH:19]=[CH:18][CH:17]=[CH:16][CH:15]=2)[C:20]2[CH:25]=[CH:24][CH:23]=[CH:22][CH:21]=2)[N:9]=1)[CH3:12]. (3) Given the reactants I[C:2]1[N:7]=[N:6][C:5]2[O:8][C:9]3[CH:15]=[CH:14][CH:13]=[CH:12][C:10]=3[O:11][C:4]=2[CH:3]=1.[F:16][C:17]([O:20][C:21]1[CH:26]=[CH:25][C:24]([C:27]#[CH:28])=[CH:23][CH:22]=1)([F:19])[F:18].C(N(CC)CC)C.CN(C)C=O, predict the reaction product. The product is: [F:16][C:17]([F:18])([F:19])[O:20][C:21]1[CH:22]=[CH:23][C:24]([C:27]#[C:28][C:2]2[N:7]=[N:6][C:5]3[O:8][C:9]4[CH:15]=[CH:14][CH:13]=[CH:12][C:10]=4[O:11][C:4]=3[CH:3]=2)=[CH:25][CH:26]=1. (4) Given the reactants [CH3:1][O:2][C:3]([C:5]1([NH:14][C:15](=[O:26])[C:16]2[CH:21]=[CH:20][C:19]([O:22][CH3:23])=[C:18]([CH:24]=[O:25])[CH:17]=2)[CH2:13][C:12]2[C:7](=[CH:8][CH:9]=[CH:10][CH:11]=2)[CH2:6]1)=[O:4].[BH4-].[Na+].CO, predict the reaction product. The product is: [CH3:1][O:2][C:3]([C:5]1([NH:14][C:15](=[O:26])[C:16]2[CH:21]=[CH:20][C:19]([O:22][CH3:23])=[C:18]([CH2:24][OH:25])[CH:17]=2)[CH2:6][C:7]2[C:12](=[CH:11][CH:10]=[CH:9][CH:8]=2)[CH2:13]1)=[O:4].